From a dataset of Catalyst prediction with 721,799 reactions and 888 catalyst types from USPTO. Predict which catalyst facilitates the given reaction. Reactant: Br[C:2]1[CH:7]=[C:6]([CH3:8])[C:5]([Br:9])=[CH:4][N:3]=1.[Cu](C#N)[C:11]#[N:12].[C-]#N.[Na+]. Product: [Br:9][C:5]1[C:6]([CH3:8])=[CH:7][C:2]([C:11]#[N:12])=[N:3][CH:4]=1. The catalyst class is: 9.